From a dataset of Forward reaction prediction with 1.9M reactions from USPTO patents (1976-2016). Predict the product of the given reaction. (1) Given the reactants Cl[C:2]1[CH:7]=[CH:6][N:5]=[C:4]([CH2:8][CH3:9])[C:3]=1[C:10]#[C:11][C:12]1[CH:13]=[CH:14][C:15]([NH2:20])=[N:16][C:17]=1[CH2:18][CH3:19].[F:21][C:22]1[CH:23]=[C:24](B(O)O)[CH:25]=[CH:26][C:27]=1[C:28]([O:30][CH3:31])=[O:29].C([O-])([O-])=O.[K+].[K+], predict the reaction product. The product is: [CH3:31][O:30][C:28](=[O:29])[C:27]1[CH:26]=[CH:25][C:24]([C:2]2[CH:7]=[CH:6][N:5]=[C:4]([CH2:8][CH3:9])[C:3]=2[C:10]#[C:11][C:12]2[C:17]([CH2:18][CH3:19])=[N:16][C:15]([NH2:20])=[CH:14][CH:13]=2)=[CH:23][C:22]=1[F:21]. (2) Given the reactants [C:1]([C:3]1[CH:8]=[CH:7][C:6]([NH:9][C:10]([CH:12]2[NH:16][CH:15]([CH2:17][C:18]([CH3:21])([CH3:20])[CH3:19])[C:14]3([C:29]4[C:24](=[CH:25][C:26]([Cl:31])=[C:27]([F:30])[CH:28]=4)[NH:23][C:22]3=[O:32])[CH:13]2[C:33]2[CH:38]=[CH:37][CH:36]=[C:35]([Cl:39])[C:34]=2[F:40])=[O:11])=[CH:5][CH:4]=1)#[N:2].[OH:41]O.[OH-].[Na+], predict the reaction product. The product is: [C:1]([C:3]1[CH:4]=[CH:5][C:6]([NH:9][C:10]([CH:12]2[NH:16][CH:15]([CH2:17][C:18]([CH3:21])([CH3:20])[CH3:19])[C:14]3([C:29]4[C:24](=[CH:25][C:26]([Cl:31])=[C:27]([F:30])[CH:28]=4)[NH:23][C:22]3=[O:32])[CH:13]2[C:33]2[CH:38]=[CH:37][CH:36]=[C:35]([Cl:39])[C:34]=2[F:40])=[O:11])=[CH:7][CH:8]=1)(=[O:41])[NH2:2]. (3) Given the reactants [C:1]([O:5][C:6]([N:8]1[CH2:12][C@@H:11]([F:13])[CH2:10][C@H:9]1[CH2:14][O:15][CH2:16][CH2:17][CH2:18]/[CH:19]=[CH:20]/[C:21]([O:23][CH3:24])=[O:22])=[O:7])([CH3:4])([CH3:3])[CH3:2], predict the reaction product. The product is: [C:1]([O:5][C:6]([N:8]1[CH2:12][C@@H:11]([F:13])[CH2:10][C@H:9]1[CH2:14][O:15][CH2:16][CH2:17][CH2:18][CH:19]=[CH:20][C:21]([O:23][CH3:24])=[O:22])=[O:7])([CH3:4])([CH3:3])[CH3:2]. (4) Given the reactants Br[C:2]1[CH:7]=[CH:6][C:5]([Si:8]([CH3:11])([CH3:10])[CH3:9])=[CH:4][CH:3]=1.[C:12]([NH2:15])(=[O:14])[CH3:13].C(=O)([O-])[O-].[K+].[K+].CNCCNC, predict the reaction product. The product is: [CH3:9][Si:8]([CH3:11])([CH3:10])[C:5]1[CH:6]=[CH:7][C:2]([NH:15][C:12](=[O:14])[CH3:13])=[CH:3][CH:4]=1. (5) Given the reactants [O:1]1[CH2:6][CH2:5][N:4]([CH2:7][CH2:8][NH2:9])[CH2:3][CH2:2]1.[Br:10][C:11]1[CH:12]=[CH:13][C:14](F)=[N:15][CH:16]=1.CCN(C(C)C)C(C)C, predict the reaction product. The product is: [Br:10][C:11]1[CH:12]=[CH:13][C:14]([NH:9][CH2:8][CH2:7][N:4]2[CH2:5][CH2:6][O:1][CH2:2][CH2:3]2)=[N:15][CH:16]=1. (6) Given the reactants I[C:2]1[C:3]([O:11][CH3:12])=[N:4][C:5]([O:9][CH3:10])=[N:6][C:7]=1[CH3:8].[C:13]([O:17][CH3:18])(=[O:16])[CH:14]=[CH2:15].C(OCC)(=O)C, predict the reaction product. The product is: [CH3:10][O:9][C:5]1[N:4]=[C:3]([O:11][CH3:12])[C:2]([CH:15]=[CH:14][C:13]([O:17][CH3:18])=[O:16])=[C:7]([CH3:8])[N:6]=1. (7) Given the reactants [F:1][C:2]1[CH:7]=[CH:6][C:5]([CH2:8][CH2:9][NH:10][C:11]2[S:12][CH:13]=[C:14]([C:16]3[CH:21]=[CH:20][C:19]([C:22]([F:25])([F:24])[F:23])=[CH:18][CH:17]=3)[N:15]=2)=[CH:4][CH:3]=1.[H-].[Na+].Cl[CH2:29][C:30]1[CH:51]=[CH:50][C:33]([CH2:34][O:35][C:36]2[CH:41]=[CH:40][C:39]([CH2:42][CH2:43][C:44]([O:46]CC)=[O:45])=[C:38]([F:49])[CH:37]=2)=[CH:32][CH:31]=1.Cl, predict the reaction product. The product is: [F:49][C:38]1[CH:37]=[C:36]([O:35][CH2:34][C:33]2[CH:50]=[CH:51][C:30]([CH2:29][N:10]([CH2:9][CH2:8][C:5]3[CH:6]=[CH:7][C:2]([F:1])=[CH:3][CH:4]=3)[C:11]3[S:12][CH:13]=[C:14]([C:16]4[CH:21]=[CH:20][C:19]([C:22]([F:23])([F:25])[F:24])=[CH:18][CH:17]=4)[N:15]=3)=[CH:31][CH:32]=2)[CH:41]=[CH:40][C:39]=1[CH2:42][CH2:43][C:44]([OH:46])=[O:45]. (8) Given the reactants [S:1]1[C:5]2[CH:6]=[CH:7][CH:8]=[CH:9][C:4]=2[C:3]([N:10]2[CH2:15][CH2:14][N:13]([CH2:16][CH2:17][C:18]3[CH:23]=[CH:22][CH:21]=[CH:20][C:19]=3[NH2:24])[CH2:12][CH2:11]2)=[N:2]1.[CH3:25][C:26]([CH3:31])=[CH:27][C:28](Cl)=[O:29], predict the reaction product. The product is: [S:1]1[C:5]2[CH:6]=[CH:7][CH:8]=[CH:9][C:4]=2[C:3]([N:10]2[CH2:15][CH2:14][N:13]([CH2:16][CH2:17][C:18]3[CH:23]=[CH:22][CH:21]=[CH:20][C:19]=3[NH:24][C:28](=[O:29])[CH:27]=[C:26]([CH3:31])[CH3:25])[CH2:12][CH2:11]2)=[N:2]1. (9) Given the reactants [CH3:1][C:2]1[O:6][C:5]([C:7]2[CH:13]=[CH:12][CH:11]=[CH:10][C:8]=2[NH2:9])=[N:4][N:3]=1.C(N(CC)CC)C.[Cl:21][C:22]1[N:27]=[C:26]([C:28]2[CH:33]=[CH:32][CH:31]=[CH:30][CH:29]=2)[N:25]=[C:24]([C:34](Cl)=[O:35])[CH:23]=1, predict the reaction product. The product is: [Cl:21][C:22]1[N:27]=[C:26]([C:28]2[CH:33]=[CH:32][CH:31]=[CH:30][CH:29]=2)[N:25]=[C:24]([C:34]([NH:9][C:8]2[CH:10]=[CH:11][CH:12]=[CH:13][C:7]=2[C:5]2[O:6][C:2]([CH3:1])=[N:3][N:4]=2)=[O:35])[CH:23]=1.